From a dataset of Reaction yield outcomes from USPTO patents with 853,638 reactions. Predict the reaction yield, written as a fraction of the theoretical maximum amount of product (1.0 means a 100% yield; for example, 0.34 means a 34% yield). (1) The reactants are [ClH:1].[CH2:2]([N:9]1[CH2:14][CH2:13][CH:12]([C:15]#[N:16])[CH2:11][CH2:10]1)[C:3]1[CH:8]=[CH:7][CH:6]=[CH:5][CH:4]=1.[CH3:17][OH:18]. No catalyst specified. The product is [ClH:1].[CH3:17][O:18][C:15]([CH:12]1[CH2:13][CH2:14][N:9]([CH2:2][C:3]2[CH:8]=[CH:7][CH:6]=[CH:5][CH:4]=2)[CH2:10][CH2:11]1)=[NH:16]. The yield is 1.13. (2) The reactants are [CH:1]1([CH2:4][O:5][C:6]2[C:7]([OH:24])=[C:8]([C:14]3[CH:22]=[CH:21][CH:20]=[C:19]4[C:15]=3[CH2:16][CH2:17][C:18]4=[O:23])[CH:9]=[CH:10][C:11]=2[O:12][CH3:13])[CH2:3][CH2:2]1.C(=O)([O-])[O-].[K+].[K+].Br[CH2:32][C:33]1([CH2:37][OH:38])[CH2:36][O:35][CH2:34]1. The catalyst is C(#N)C. The product is [CH:1]1([CH2:4][O:5][C:6]2[C:7]([O:24][CH2:32][C:33]3([CH2:37][OH:38])[CH2:36][O:35][CH2:34]3)=[C:8]([C:14]3[CH:22]=[CH:21][CH:20]=[C:19]4[C:15]=3[CH2:16][CH2:17][C:18]4=[O:23])[CH:9]=[CH:10][C:11]=2[O:12][CH3:13])[CH2:3][CH2:2]1. The yield is 0.192. (3) The reactants are Cl[CH2:2][CH2:3][C:4]12[CH2:10][CH:7]([CH2:8][CH2:9]1)[CH:6]=[CH:5]2.CS(C)=O.[C-:15]#[N:16].[Na+]. The catalyst is CC(OC)(C)C. The product is [C:15]([CH2:2][CH2:3][C:4]12[CH2:10][CH:7]([CH2:8][CH2:9]1)[CH:6]=[CH:5]2)#[N:16]. The yield is 0.995. (4) The yield is 0.270. The product is [C:2]([C:6]1[O:10][N:9]=[C:8]([NH:11][C:12](=[O:35])[NH:13][C:14]2[CH:19]=[CH:18][C:17]([NH:20][C:21](=[O:34])[C:22]3[CH:27]=[CH:26][C:25]([O:28][CH:29]4[CH2:33][CH2:32][N:31]([CH:39]([CH3:40])[CH3:38])[CH2:30]4)=[CH:24][N:23]=3)=[CH:16][CH:15]=2)[CH:7]=1)([CH3:5])([CH3:3])[CH3:4]. The reactants are Cl.[C:2]([C:6]1[O:10][N:9]=[C:8]([NH:11][C:12](=[O:35])[NH:13][C:14]2[CH:19]=[CH:18][C:17]([NH:20][C:21](=[O:34])[C:22]3[CH:27]=[CH:26][C:25]([O:28][CH:29]4[CH2:33][CH2:32][NH:31][CH2:30]4)=[CH:24][N:23]=3)=[CH:16][CH:15]=2)[CH:7]=1)([CH3:5])([CH3:4])[CH3:3].Cl.F[CH2:38][C:39](C1ON=C(NC(=O)NC2C=CC(NC(=O)C3C=CC(OC4CCNCC4)=CN=3)=CC=2)C=1)(C)[CH2:40]F. No catalyst specified.